The task is: Predict the reaction yield, written as a fraction of the theoretical maximum amount of product (1.0 means a 100% yield; for example, 0.34 means a 34% yield).. This data is from Reaction yield outcomes from USPTO patents with 853,638 reactions. (1) The reactants are O=[C:2]1[CH2:5][CH:4]([C:6]([OH:8])=[O:7])[CH2:3]1.C1(P(=[CH:28][C:29]([O:31][C:32]([CH3:35])([CH3:34])[CH3:33])=[O:30])(C2C=CC=CC=2)C2C=CC=CC=2)C=CC=CC=1. The catalyst is C1(C)C=CC=CC=1. The yield is 0.890. The product is [C:32]([O:31][C:29](=[O:30])[CH:28]=[C:2]1[CH2:5][CH:4]([C:6]([OH:8])=[O:7])[CH2:3]1)([CH3:35])([CH3:34])[CH3:33]. (2) The reactants are Cl[C:2]1[CH:3]=[CH:4][C:5]2[N:6]=[CH:7][N:8]=[C:9]([NH:12][CH:13]3[CH2:18][CH2:17][N:16]([C:19]([O:21][C:22]([CH3:25])([CH3:24])[CH3:23])=[O:20])[CH2:15][CH2:14]3)[C:10]=2[N:11]=1.[Cl:26][C:27]1[C:32]([NH:33][S:34]([C:37]2[CH:42]=[CH:41][C:40]([F:43])=[CH:39][C:38]=2[F:44])(=[O:36])=[O:35])=[CH:31][C:30](B2OC(C)(C)C(C)(C)O2)=[CH:29][N:28]=1.C(=O)(O)[O-].[Na+]. The yield is 0.0450. The catalyst is O1CCOCC1. The product is [Cl:26][C:27]1[N:28]=[CH:29][C:30]([C:2]2[CH:3]=[CH:4][C:5]3[N:6]=[CH:7][N:8]=[C:9]([NH:12][CH:13]4[CH2:18][CH2:17][N:16]([C:19]([O:21][C:22]([CH3:24])([CH3:25])[CH3:23])=[O:20])[CH2:15][CH2:14]4)[C:10]=3[N:11]=2)=[CH:31][C:32]=1[NH:33][S:34]([C:37]1[CH:42]=[CH:41][C:40]([F:43])=[CH:39][C:38]=1[F:44])(=[O:36])=[O:35]. (3) The yield is 1.00. The reactants are [CH3:1][C:2]1([CH3:14])[CH2:6][C:5]2[CH:7]=[C:8](B(O)O)[CH:9]=[CH:10][C:4]=2[O:3]1.Br[C:16]1[C:21](=[O:22])[N:20]([CH2:23][C:24]2[CH:29]=[CH:28][C:27]([C:30]3[C:31]([C:36]#[N:37])=[CH:32][CH:33]=[CH:34][CH:35]=3)=[CH:26][CH:25]=2)[C:19]([CH2:38][CH2:39][CH3:40])=[N:18][C:17]=1[CH2:41][CH3:42]. The catalyst is O1CCOCC1.C(=O)([O-])[O-].[Cs+].[Cs+].C(OCC)(=O)C.C1C=CC(P(C2C=CC=CC=2)[C-]2C=CC=C2)=CC=1.C1C=CC(P(C2C=CC=CC=2)[C-]2C=CC=C2)=CC=1.Cl[Pd]Cl.[Fe+2]. The product is [CH3:1][C:2]1([CH3:14])[CH2:6][C:5]2[CH:7]=[C:8]([C:16]3[C:21](=[O:22])[N:20]([CH2:23][C:24]4[CH:25]=[CH:26][C:27]([C:30]5[C:31]([C:36]#[N:37])=[CH:32][CH:33]=[CH:34][CH:35]=5)=[CH:28][CH:29]=4)[C:19]([CH2:38][CH2:39][CH3:40])=[N:18][C:17]=3[CH2:41][CH3:42])[CH:9]=[CH:10][C:4]=2[O:3]1.